Predict the product of the given reaction. From a dataset of Forward reaction prediction with 1.9M reactions from USPTO patents (1976-2016). (1) The product is: [CH2:1]([O:3][CH:4]([O:14][CH2:15][CH3:16])[CH2:5][O:6][C:7]1[CH:8]=[CH:9][C:10]([O:41][C:38]2[CH:39]=[C:40]3[C:35](=[CH:36][CH:37]=2)[N:34]=[CH:33][N:32]=[C:31]3[NH:30][C:27]2[CH:26]=[N:25][C:24]([CH3:23])=[CH:29][N:28]=2)=[N:11][CH:12]=1)[CH3:2]. Given the reactants [CH2:1]([O:3][CH:4]([O:14][CH2:15][CH3:16])[CH2:5][O:6][C:7]1[CH:8]=[CH:9][C:10](F)=[N:11][CH:12]=1)[CH3:2].CC(C)([O-])C.[K+].[CH3:23][C:24]1[N:25]=[CH:26][C:27]([NH:30][C:31]2[C:40]3[C:35](=[CH:36][CH:37]=[C:38]([OH:41])[CH:39]=3)[N:34]=[CH:33][N:32]=2)=[N:28][CH:29]=1, predict the reaction product. (2) Given the reactants [CH3:1][C:2]1[CH:7]=[CH:6][C:5]([C:8]2[CH:13]=[C:12]([S:14]([CH3:17])(=[O:16])=[O:15])[CH:11]=[C:10]([C:18]([OH:20])=O)[CH:9]=2)=[CH:4][CH:3]=1.Cl.CN(C)CCCN=C=NCC.O.ON1C2C=CC=CC=2N=N1.[CH3:44][C:45]1[N:50]=[CH:49][C:48]([CH2:51][NH2:52])=[CH:47][CH:46]=1.C(N(CC)C(C)C)(C)C, predict the reaction product. The product is: [CH3:1][C:2]1[CH:3]=[CH:4][C:5]([C:8]2[CH:13]=[C:12]([S:14]([CH3:17])(=[O:15])=[O:16])[CH:11]=[C:10]([C:18]([NH:52][CH2:51][C:48]3[CH:49]=[N:50][C:45]([CH3:44])=[CH:46][CH:47]=3)=[O:20])[CH:9]=2)=[CH:6][CH:7]=1. (3) The product is: [CH2:9]([O:16][C:17]([NH:1][C@H:2]1[CH2:7][CH2:6][C@H:5]([OH:8])[CH2:4][CH2:3]1)=[O:18])[C:10]1[CH:15]=[CH:14][CH:13]=[CH:12][CH:11]=1. Given the reactants [NH2:1][C@H:2]1[CH2:7][CH2:6][C@H:5]([OH:8])[CH2:4][CH2:3]1.[CH2:9]([O:16][C:17](ON1C(=O)CCC1=O)=[O:18])[C:10]1[CH:15]=[CH:14][CH:13]=[CH:12][CH:11]=1.Cl, predict the reaction product. (4) Given the reactants F[C:2]1[CH:9]=[CH:8][CH:7]=[CH:6][C:3]=1[CH:4]=[O:5].[CH3:10][C@H:11]1[O:16][C@@H:15]([CH3:17])[CH2:14][NH:13][CH2:12]1, predict the reaction product. The product is: [CH3:17][C@H:15]1[O:16][C@@H:11]([CH3:10])[CH2:12][N:13]([C:2]2[CH:9]=[CH:8][CH:7]=[CH:6][C:3]=2[CH:4]=[O:5])[CH2:14]1. (5) Given the reactants [NH2:1][CH:2]1[CH2:7][CH2:6][CH2:5][CH2:4][CH:3]1[N:8]1[CH:17]([C:18]2[CH:23]=[CH:22][C:21]([Cl:24])=[CH:20][C:19]=2[Cl:25])[CH:16]([C:26]([NH:28][O:29][CH2:30][C:31]2[CH:36]=[CH:35][CH:34]=[CH:33][CH:32]=2)=[O:27])[C:15]2[C:10](=[CH:11][CH:12]=[CH:13][CH:14]=2)[C:9]1=[O:37].[OH:38][CH2:39][C:40](O)=[O:41].CCN=C=NCCCN(C)C.C1C=CC2N(O)N=NC=2C=1, predict the reaction product. The product is: [CH2:30]([O:29][NH:28][C:26]([CH:16]1[C:15]2[C:10](=[CH:11][CH:12]=[CH:13][CH:14]=2)[C:9](=[O:37])[N:8]([CH:3]2[CH2:4][CH2:5][CH2:6][CH2:7][CH:2]2[NH:1][C:39](=[O:38])[CH2:40][OH:41])[CH:17]1[C:18]1[CH:23]=[CH:22][C:21]([Cl:24])=[CH:20][C:19]=1[Cl:25])=[O:27])[C:31]1[CH:32]=[CH:33][CH:34]=[CH:35][CH:36]=1. (6) Given the reactants [C:1]([C:5]1[CH:9]=[C:8]([NH:10][C:11]([NH:13][C@@H:14]2[C:23]3[C:18](=[CH:19][CH:20]=[CH:21][CH:22]=3)[C@H:17]([O:24][C:25]3[CH:26]=[CH:27][C:28]4[N:29]([C:31]([N:34]5[CH2:39][CH2:38][CH2:37][CH2:36][CH2:35]5)=[N:32][N:33]=4)[CH:30]=3)[CH2:16][CH2:15]2)=[O:12])[N:7]([C:40]2[CH:41]=[N:42][N:43]([CH2:45][CH2:46][CH2:47][O:48]S(C)(=O)=O)[CH:44]=2)[N:6]=1)([CH3:4])([CH3:3])[CH3:2].[CH3:53][NH:54][CH3:55].C1C[O:59]CC1, predict the reaction product. The product is: [CH:47]([OH:48])=[O:59].[C:1]([C:5]1[CH:9]=[C:8]([NH:10][C:11]([NH:13][C@@H:14]2[C:23]3[C:18](=[CH:19][CH:20]=[CH:21][CH:22]=3)[C@H:17]([O:24][C:25]3[CH:26]=[CH:27][C:28]4[N:29]([C:31]([N:34]5[CH2:39][CH2:38][CH2:37][CH2:36][CH2:35]5)=[N:32][N:33]=4)[CH:30]=3)[CH2:16][CH2:15]2)=[O:12])[N:7]([C:40]2[CH:41]=[N:42][N:43]([CH2:45][CH2:46][CH2:47][N:54]([CH3:55])[CH3:53])[CH:44]=2)[N:6]=1)([CH3:2])([CH3:4])[CH3:3].